Dataset: Reaction yield outcomes from USPTO patents with 853,638 reactions. Task: Predict the reaction yield, written as a fraction of the theoretical maximum amount of product (1.0 means a 100% yield; for example, 0.34 means a 34% yield). (1) The reactants are [C:1]([C:5]1[CH:10]=[C:9]([C:11]#[CH:12])[CH:8]=[C:7]([C:13]([CH3:16])([CH3:15])[CH3:14])[C:6]=1[O:17][CH3:18])([CH3:4])([CH3:3])[CH3:2].[CH3:19][O:20][C:21](=[O:30])[CH2:22][C:23]1[CH:28]=[CH:27][C:26](I)=[CH:25][CH:24]=1.C(N(CC)CC)C.O1CCCC1. The catalyst is CCCCCC.[Cu]I.Cl[Pd](Cl)([P](C1C=CC=CC=1)(C1C=CC=CC=1)C1C=CC=CC=1)[P](C1C=CC=CC=1)(C1C=CC=CC=1)C1C=CC=CC=1.C(OCC)(=O)C. The product is [CH3:19][O:20][C:21](=[O:30])[CH2:22][C:23]1[CH:24]=[CH:25][C:26]([C:12]#[C:11][C:9]2[CH:10]=[C:5]([C:1]([CH3:4])([CH3:2])[CH3:3])[C:6]([O:17][CH3:18])=[C:7]([C:13]([CH3:16])([CH3:15])[CH3:14])[CH:8]=2)=[CH:27][CH:28]=1. The yield is 0.810. (2) The reactants are [NH2:1][C:2]1[C:3](=[O:19])[N:4]([CH2:11][C:12]([O:14][C:15]([CH3:18])([CH3:17])[CH3:16])=[O:13])[C:5]([CH:8]([CH3:10])[CH3:9])=[CH:6][CH:7]=1.[C:20]1([CH3:30])[CH:25]=[CH:24][CH:23]=[C:22]([S:26](Cl)(=[O:28])=[O:27])[CH:21]=1. The catalyst is C(Cl)Cl. The product is [CH3:30][C:20]1[CH:21]=[C:22]([S:26]([NH:1][C:2]2[C:3](=[O:19])[N:4]([CH2:11][C:12]([O:14][C:15]([CH3:17])([CH3:16])[CH3:18])=[O:13])[C:5]([CH:8]([CH3:9])[CH3:10])=[CH:6][CH:7]=2)(=[O:28])=[O:27])[CH:23]=[CH:24][CH:25]=1. The yield is 0.880. (3) The reactants are [OH:1][C@H:2]1[CH2:10][C:9]2[C:4](=[CH:5][CH:6]=[CH:7][CH:8]=2)[C@H:3]1[NH:11][C:12]1[N:17]=[C:16]([C:18]([O:20][CH3:21])=[O:19])[CH:15]=[N:14][CH:13]=1.[Br:22]N1C(=O)CCC1=O. The catalyst is C(Cl)Cl. The product is [Br:22][C:15]1[C:16]([C:18]([O:20][CH3:21])=[O:19])=[N:17][C:12]([NH:11][C@@H:3]2[C:4]3[C:9](=[CH:8][CH:7]=[CH:6][CH:5]=3)[CH2:10][C@@H:2]2[OH:1])=[CH:13][N:14]=1. The yield is 0.300. (4) The reactants are [F:1][C:2]([F:27])([F:26])[C:3]1[CH:21]=[C:20]([C:22]([F:25])([F:24])[F:23])[CH:19]=[CH:18][C:4]=1[CH2:5][O:6][C:7]1[C:14]([O:15][CH3:16])=[CH:13][C:10]([CH:11]=O)=[C:9]([Cl:17])[CH:8]=1.[CH3:28][NH:29][C:30]1[CH2:34][S:33][C:32](=[O:35])[N:31]=1.CC(C)([O-])C.[K+]. The catalyst is C(O)C. The product is [F:1][C:2]([F:26])([F:27])[C:3]1[CH:21]=[C:20]([C:22]([F:24])([F:25])[F:23])[CH:19]=[CH:18][C:4]=1[CH2:5][O:6][C:7]1[C:14]([O:15][CH3:16])=[CH:13][C:10](/[CH:11]=[C:34]2/[C:30]([NH:29][CH3:28])=[N:31][C:32](=[O:35])[S:33]/2)=[C:9]([Cl:17])[CH:8]=1. The yield is 0.230. (5) The reactants are [CH3:1][O:2][C:3]([C:5]1[S:6][C:7]([C:11]2[CH:16]=[CH:15][C:14]([Cl:17])=[CH:13][CH:12]=2)=[CH:8][C:9]=1Br)=[O:4].[CH2:18](C([Sn])=C(CCCC)CCCC)[CH2:19]CC. The catalyst is C1(C)C=CC=CC=1.C1C=CC([P]([Pd]([P](C2C=CC=CC=2)(C2C=CC=CC=2)C2C=CC=CC=2)([P](C2C=CC=CC=2)(C2C=CC=CC=2)C2C=CC=CC=2)[P](C2C=CC=CC=2)(C2C=CC=CC=2)C2C=CC=CC=2)(C2C=CC=CC=2)C2C=CC=CC=2)=CC=1. The product is [CH3:1][O:2][C:3]([C:5]1[S:6][C:7]([C:11]2[CH:16]=[CH:15][C:14]([Cl:17])=[CH:13][CH:12]=2)=[CH:8][C:9]=1[CH:18]=[CH2:19])=[O:4]. The yield is 0.770. (6) The reactants are CO.[Na].[NH:4]1[CH:8]=[CH:7][N:6]=[C:5]1[CH2:9][NH2:10].[Cl:11][C:12]1[CH:13]=[C:14]([N:27]2[C:32](=[O:33])[NH:31][C:30](=[O:34])[CH:29]=[N:28]2)[CH:15]=[CH:16][C:17]=1[CH:18](Cl)[C:19]1[CH:24]=[CH:23][C:22]([Cl:25])=[CH:21][CH:20]=1. The catalyst is C(#N)C. The product is [Cl:11][C:12]1[CH:13]=[C:14]([N:27]2[C:32](=[O:33])[NH:31][C:30](=[O:34])[CH:29]=[N:28]2)[CH:15]=[CH:16][C:17]=1[CH:18]([C:19]1[CH:20]=[CH:21][C:22]([Cl:25])=[CH:23][CH:24]=1)[NH:10][CH2:9][C:5]1[NH:4][CH:8]=[CH:7][N:6]=1. The yield is 0.165.